From a dataset of Full USPTO retrosynthesis dataset with 1.9M reactions from patents (1976-2016). Predict the reactants needed to synthesize the given product. (1) Given the product [CH3:31][N:32]1[CH2:37][CH2:36][N:35]([C:24]([C:21]2[N:22]=[CH:23][C:18]([C:15]3[N:16]=[CH:17][C:12]4[N:13]([C:9]([C:6]5[CH:7]=[CH:8][C:3]([C:1]#[N:2])=[CH:4][CH:5]=5)=[CH:10][N:11]=4)[CH:14]=3)=[CH:19][CH:20]=2)=[O:26])[CH2:34][CH2:33]1, predict the reactants needed to synthesize it. The reactants are: [C:1]([C:3]1[CH:8]=[CH:7][C:6]([C:9]2[N:13]3[CH:14]=[C:15]([C:18]4[CH:19]=[CH:20][C:21]([C:24]([O:26]C)=O)=[N:22][CH:23]=4)[N:16]=[CH:17][C:12]3=[N:11][CH:10]=2)=[CH:5][CH:4]=1)#[N:2].[OH-].[Na+].Cl.[CH3:31][N:32]1[CH2:37][CH2:36][NH:35][CH2:34][CH2:33]1.CN(C(ON1N=NC2C=CC=CC1=2)=[N+](C)C)C.F[P-](F)(F)(F)(F)F.C1C=CC2N(O)N=NC=2C=1.CCN(C(C)C)C(C)C. (2) The reactants are: [CH:1]1[C:13]2[CH:12]([CH2:14][O:15][C:16]([NH:18][CH2:19][CH2:20][CH2:21][O:22][C:23]3[CH:30]=[CH:29][C:26](C=O)=[CH:25][CH:24]=3)=[O:17])[C:11]3[C:6](=[CH:7][CH:8]=[CH:9][CH:10]=3)[C:5]=2[CH:4]=[CH:3][CH:2]=1.CO[CH:33]([O:36][CH3:37])[O:34][CH3:35].C1(C)C=CC(S(O)(=O)=O)=CC=1.C(N(CC)CC)C. Given the product [CH3:37][O:36][CH:33]([O:34][CH3:35])[C:26]1[CH:29]=[CH:30][C:23]([O:22][CH2:21][CH2:20][CH2:19][NH:18][C:16]([O:15][CH2:14][CH:12]2[C:13]3[CH:1]=[CH:2][CH:3]=[CH:4][C:5]=3[C:6]3[C:11]2=[CH:10][CH:9]=[CH:8][CH:7]=3)=[O:17])=[CH:24][CH:25]=1, predict the reactants needed to synthesize it. (3) Given the product [CH2:34]([O:33][C:31](=[O:32])[N:24]([N:13]1[C:12](=[O:29])[C:11]2[C:16](=[CH:17][C:18]([C:19]([F:21])([F:22])[F:20])=[C:9]([C:8]3[N:4]([CH:1]([CH3:3])[CH3:2])[N:5]=[CH:6][CH:7]=3)[CH:10]=2)[NH:15][C:14]1=[O:23])[S:25]([CH3:28])(=[O:26])=[O:27])[CH2:35][CH3:36], predict the reactants needed to synthesize it. The reactants are: [CH:1]([N:4]1[C:8]([C:9]2[CH:10]=[C:11]3[C:16](=[CH:17][C:18]=2[C:19]([F:22])([F:21])[F:20])[NH:15][C:14](=[O:23])[N:13]([NH:24][S:25]([CH3:28])(=[O:27])=[O:26])[C:12]3=[O:29])=[CH:7][CH:6]=[N:5]1)([CH3:3])[CH3:2].Cl[C:31]([O:33][CH2:34][CH2:35][CH3:36])=[O:32]. (4) Given the product [Cl:31][C:27]1[CH:26]=[C:25]2[C:30](=[CH:29][CH:28]=1)[N:22]([C:21]1[N:20]([CH3:32])[N:19]=[C:18]([CH3:33])[C:17]=1[CH2:16][CH2:15][N:3]1[C:4](=[O:6])[CH2:5][NH:1][C:2]1=[O:7])[CH:23]=[CH:24]2, predict the reactants needed to synthesize it. The reactants are: [NH:1]1[CH2:5][C:4](=[O:6])[NH:3][C:2]1=[O:7].[H-].[Na+].CS(O[CH2:15][CH2:16][C:17]1[C:18]([CH3:33])=[N:19][N:20]([CH3:32])[C:21]=1[N:22]1[C:30]2[C:25](=[CH:26][C:27]([Cl:31])=[CH:28][CH:29]=2)[CH:24]=[CH:23]1)(=O)=O.O. (5) The reactants are: [CH3:1][N:2]([CH3:16])[C:3]1[S:4][C@H:5]2[O:11][C@H:10]([CH2:12][OH:13])[C@@H:9]([OH:14])[C@H:8]([OH:15])[C@H:6]2[N:7]=1.[H-].[Na+].[CH:19]1[CH:24]=[CH:23][C:22]([CH2:25]Br)=[CH:21][CH:20]=1. Given the product [CH2:25]([O:14][C@@H:9]1[C@@H:10]([CH2:12][O:13][CH2:25][C:22]2[CH:23]=[CH:24][CH:19]=[CH:20][CH:21]=2)[O:11][C@H:5]2[C@H:6]([N:7]=[C:3]([N:2]([CH3:16])[CH3:1])[S:4]2)[C@H:8]1[O:15][CH2:25][C:22]1[CH:23]=[CH:24][CH:19]=[CH:20][CH:21]=1)[C:22]1[CH:23]=[CH:24][CH:19]=[CH:20][CH:21]=1, predict the reactants needed to synthesize it. (6) Given the product [Br:13][C:10]1[CH:11]=[CH:12][C:4]([O:3][CH2:1][CH3:2])=[C:5]([CH:9]=1)[C:6]([OH:8])=[O:7], predict the reactants needed to synthesize it. The reactants are: [CH2:1]([O:3][C:4]1[CH:12]=[CH:11][CH:10]=[CH:9][C:5]=1[C:6]([OH:8])=[O:7])[CH3:2].[Br:13]Br.